This data is from Ames mutagenicity test results for genotoxicity prediction. The task is: Regression/Classification. Given a drug SMILES string, predict its toxicity properties. Task type varies by dataset: regression for continuous values (e.g., LD50, hERG inhibition percentage) or binary classification for toxic/non-toxic outcomes (e.g., AMES mutagenicity, cardiotoxicity, hepatotoxicity). Dataset: ames. (1) The molecule is CCN1CCN(c2cc3c(cc2F)c(=O)c(C(=O)O)cn3C2CC2)CC1. The result is 1 (mutagenic). (2) The drug is O=S1(=O)OC(c2cc(Br)c(O)c(Br)c2)(c2cc(Br)c(O)c(Br)c2)c2ccccc21. The result is 0 (non-mutagenic). (3) The compound is CC(C)[N+](=O)[O-]. The result is 1 (mutagenic). (4) The molecule is COc1ccc(-c2oc3ccccc3c(=O)c2N)cc1N. The result is 1 (mutagenic). (5) The drug is Cc1cc(=O)oc2cc3c(cc12)C1(C)OOC1(C)O3. The result is 1 (mutagenic). (6) The molecule is Cc1ccc(NCCCl)cc1. The result is 1 (mutagenic). (7) The compound is FC(F)(F)c1ccccc1. The result is 0 (non-mutagenic). (8) The compound is Cc1occc(=O)c1O. The result is 1 (mutagenic). (9) The compound is NCCc1cc(O)c(O)cc1O. The result is 1 (mutagenic).